This data is from NCI-60 drug combinations with 297,098 pairs across 59 cell lines. The task is: Regression. Given two drug SMILES strings and cell line genomic features, predict the synergy score measuring deviation from expected non-interaction effect. (1) Drug 1: CC1=C(C(=O)C2=C(C1=O)N3CC4C(C3(C2COC(=O)N)OC)N4)N. Drug 2: C1C(C(OC1N2C=NC3=C2NC=NCC3O)CO)O. Cell line: MDA-MB-435. Synergy scores: CSS=-3.72, Synergy_ZIP=0.744, Synergy_Bliss=-0.293, Synergy_Loewe=-4.31, Synergy_HSA=-4.00. (2) Drug 1: CCC1(CC2CC(C3=C(CCN(C2)C1)C4=CC=CC=C4N3)(C5=C(C=C6C(=C5)C78CCN9C7C(C=CC9)(C(C(C8N6C)(C(=O)OC)O)OC(=O)C)CC)OC)C(=O)OC)O.OS(=O)(=O)O. Drug 2: C1=CC=C(C=C1)NC(=O)CCCCCCC(=O)NO. Cell line: SR. Synergy scores: CSS=28.2, Synergy_ZIP=-1.23, Synergy_Bliss=-3.05, Synergy_Loewe=-1.06, Synergy_HSA=-1.35. (3) Drug 1: CCCCC(=O)OCC(=O)C1(CC(C2=C(C1)C(=C3C(=C2O)C(=O)C4=C(C3=O)C=CC=C4OC)O)OC5CC(C(C(O5)C)O)NC(=O)C(F)(F)F)O. Drug 2: CC1CCCC2(C(O2)CC(NC(=O)CC(C(C(=O)C(C1O)C)(C)C)O)C(=CC3=CSC(=N3)C)C)C. Cell line: MCF7. Synergy scores: CSS=47.3, Synergy_ZIP=-3.94, Synergy_Bliss=-4.69, Synergy_Loewe=-1.93, Synergy_HSA=0.473. (4) Cell line: UACC-257. Synergy scores: CSS=0.334, Synergy_ZIP=0.591, Synergy_Bliss=1.56, Synergy_Loewe=-0.738, Synergy_HSA=-0.708. Drug 2: CC1CCC2CC(C(=CC=CC=CC(CC(C(=O)C(C(C(=CC(C(=O)CC(OC(=O)C3CCCCN3C(=O)C(=O)C1(O2)O)C(C)CC4CCC(C(C4)OC)O)C)C)O)OC)C)C)C)OC. Drug 1: C1CN1P(=S)(N2CC2)N3CC3. (5) Drug 1: CN1C(=O)N2C=NC(=C2N=N1)C(=O)N. Drug 2: CS(=O)(=O)OCCCCOS(=O)(=O)C. Cell line: SK-MEL-5. Synergy scores: CSS=6.21, Synergy_ZIP=-2.66, Synergy_Bliss=-2.26, Synergy_Loewe=1.85, Synergy_HSA=-0.767.